This data is from Reaction yield outcomes from USPTO patents with 853,638 reactions. The task is: Predict the reaction yield, written as a fraction of the theoretical maximum amount of product (1.0 means a 100% yield; for example, 0.34 means a 34% yield). The reactants are [OH:1][C:2]1[CH:7]=[C:6]([CH3:8])[C:5]([C:9]2[N:10]=[C:11]([NH:14][C:15](=[O:22])[C:16]3[CH:21]=[CH:20][N:19]=[CH:18][CH:17]=3)[S:12][CH:13]=2)=[C:4]([CH3:23])[CH:3]=1.C(=O)([O-])[O-].[Cs+].[Cs+].Br[C:31]1[CH:32]=[CH:33][C:34]([NH:37][CH2:38][CH2:39][O:40][CH3:41])=[N:35][CH:36]=1. The catalyst is CN(C=O)C. The product is [CH3:41][O:40][CH2:39][CH2:38][NH:37][C:34]1[N:35]=[CH:36][C:31]([O:1][C:2]2[CH:3]=[C:4]([CH3:23])[C:5]([C:9]3[N:10]=[C:11]([NH:14][C:15](=[O:22])[C:16]4[CH:21]=[CH:20][N:19]=[CH:18][CH:17]=4)[S:12][CH:13]=3)=[C:6]([CH3:8])[CH:7]=2)=[CH:32][CH:33]=1. The yield is 0.160.